From a dataset of Reaction yield outcomes from USPTO patents with 853,638 reactions. Predict the reaction yield, written as a fraction of the theoretical maximum amount of product (1.0 means a 100% yield; for example, 0.34 means a 34% yield). (1) The reactants are [CH2:1]([O:8][C@H:9]([CH2:15][CH2:16][CH2:17][CH2:18][CH2:19][CH2:20][CH2:21][CH2:22][CH2:23][CH2:24][CH3:25])[CH2:10][C:11]([O:13]C)=[O:12])[C:2]1[CH:7]=[CH:6][CH:5]=[CH:4][CH:3]=1.O.[OH-].[Li+].Cl. The catalyst is C1COCC1.CO.CC#N.O. The product is [CH2:1]([O:8][C@H:9]([CH2:15][CH2:16][CH2:17][CH2:18][CH2:19][CH2:20][CH2:21][CH2:22][CH2:23][CH2:24][CH3:25])[CH2:10][C:11]([OH:13])=[O:12])[C:2]1[CH:7]=[CH:6][CH:5]=[CH:4][CH:3]=1. The yield is 0.790. (2) The reactants are Cl[C:2]1[N:11]=[C:10]([C:12]2[CH:17]=[CH:16][CH:15]=[C:14]([Cl:18])[CH:13]=2)[C:9]2[C:4](=[CH:5][CH:6]=[C:7]([C:19]([C:27]3[CH:32]=[CH:31][C:30]([F:33])=[CH:29][CH:28]=3)([C:21]3[N:25]([CH3:26])[CH:24]=[N:23][CH:22]=3)[OH:20])[CH:8]=2)[N:3]=1.[N-:34]=[N+:35]=[N-:36].[Na+]. The catalyst is CN(C=O)C. The product is [Cl:18][C:14]1[CH:13]=[C:12]([C:10]2[C:9]3[C:4](=[CH:5][CH:6]=[C:7]([C:19]([C:27]4[CH:28]=[CH:29][C:30]([F:33])=[CH:31][CH:32]=4)([C:21]4[N:25]([CH3:26])[CH:24]=[N:23][CH:22]=4)[OH:20])[CH:8]=3)[N:3]3[N:34]=[N:35][N:36]=[C:2]3[N:11]=2)[CH:17]=[CH:16][CH:15]=1. The yield is 0.580.